Dataset: Reaction yield outcomes from USPTO patents with 853,638 reactions. Task: Predict the reaction yield, written as a fraction of the theoretical maximum amount of product (1.0 means a 100% yield; for example, 0.34 means a 34% yield). (1) The catalyst is CC(O)C. The product is [Br:21][C:3]1[C:2]([NH:1][C:23]2[N:28]=[C:27]([NH:29][C:30]3[CH:39]=[CH:38][CH:37]=[CH:36][C:31]=3[C:32]([NH:34][CH3:35])=[O:33])[C:26]([Cl:40])=[CH:25][N:24]=2)=[CH:12][CH:11]=[C:10]2[C:4]=1[CH:5]1[CH2:14][CH2:13][CH:9]2[CH2:8][N:7]([C:15](=[O:20])[C:16]([F:19])([F:17])[F:18])[CH2:6]1. The reactants are [NH2:1][C:2]1[C:3]([Br:21])=[C:4]2[C:10](=[CH:11][CH:12]=1)[CH:9]1[CH2:13][CH2:14][CH:5]2[CH2:6][N:7]([C:15](=[O:20])[C:16]([F:19])([F:18])[F:17])[CH2:8]1.Cl[C:23]1[N:28]=[C:27]([NH:29][C:30]2[CH:39]=[CH:38][CH:37]=[CH:36][C:31]=2[C:32]([NH:34][CH3:35])=[O:33])[C:26]([Cl:40])=[CH:25][N:24]=1.Cl.O1CCOCC1. The yield is 0.190. (2) The product is [OH:14][CH2:13][CH2:2][CH2:3][NH:4][C:5](=[O:9])[C:6]([NH2:8])=[O:7]. The reactants are O[CH2:2][CH2:3][NH:4][C:5](=[O:9])[C:6]([NH2:8])=[O:7].NCC[CH2:13][OH:14]. No catalyst specified. The yield is 0.750.